Dataset: Full USPTO retrosynthesis dataset with 1.9M reactions from patents (1976-2016). Task: Predict the reactants needed to synthesize the given product. (1) Given the product [CH2:7]([N:14]([CH2:15][C:16]1[CH:21]=[N:20][C:19]([CH3:22])=[C:18]2[O:23][C:24]([CH3:28])([CH3:27])[O:25][CH2:26][C:17]=12)[CH2:29][CH2:2][C:1]([O:4][CH2:5][CH3:6])=[O:3])[C:8]1[CH:9]=[CH:10][CH:11]=[CH:12][CH:13]=1, predict the reactants needed to synthesize it. The reactants are: [C:1]([O:4][CH2:5][CH3:6])(=[O:3])[CH3:2].[CH2:7]([NH:14][CH2:15][C:16]1[CH:21]=[N:20][C:19]([CH3:22])=[C:18]2[O:23][C:24]([CH3:28])([CH3:27])[O:25][CH2:26][C:17]=12)[C:8]1[CH:13]=[CH:12][CH:11]=[CH:10][CH:9]=1.[CH2:29](O)C. (2) Given the product [Cl:14][C:12]1[N:11]=[C:10]2[C:6]([N:7]=[CH:8][N:9]2[CH:15]2[CH2:19][CH2:18][CH2:17][CH2:16]2)=[C:5]([NH:4][CH2:3][CH2:2][NH:1][CH2:26][C:25]2[CH:28]=[CH:29][CH:30]=[C:23]([Cl:22])[CH:24]=2)[N:13]=1, predict the reactants needed to synthesize it. The reactants are: [NH2:1][CH2:2][CH2:3][NH:4][C:5]1[N:13]=[C:12]([Cl:14])[N:11]=[C:10]2[C:6]=1[N:7]=[CH:8][N:9]2[CH:15]1[CH2:19][CH2:18][CH2:17][CH2:16]1.CO.[Cl:22][C:23]1[CH:24]=[C:25]([CH:28]=[CH:29][CH:30]=1)[CH:26]=O.[BH3-]C#N.[Na+]. (3) Given the product [Cl:1][C:2]1[C:3]([F:14])=[CH:4][N:5]=[C:6]2[C:11]=1[N:10]=[C:9]([OH:12])[CH:8]=[CH:7]2, predict the reactants needed to synthesize it. The reactants are: [Cl:1][C:2]1[C:3]([F:14])=[CH:4][N:5]=[C:6]2[C:11]=1[N:10]=[C:9]([O:12]C)[CH:8]=[CH:7]2.[OH-].[Na+]. (4) Given the product [Cl:6][C:7]1[CH:12]=[CH:11][C:10]([B:19]2[O:23][C:22]([CH3:25])([CH3:24])[C:21]([CH3:27])([CH3:26])[O:20]2)=[C:9]([F:13])[C:8]=1[F:14], predict the reactants needed to synthesize it. The reactants are: C([Li])CCC.[Cl:6][C:7]1[CH:12]=[CH:11][CH:10]=[C:9]([F:13])[C:8]=1[F:14].C(O[B:19]1[O:23][C:22]([CH3:25])([CH3:24])[C:21]([CH3:27])([CH3:26])[O:20]1)(C)C. (5) Given the product [OH:16][C@H:15]([CH2:29][N:30]1[CH2:35][CH2:34][N:33]([CH3:36])[CH2:32][CH2:31]1)[CH2:14][O:13][C:12]1[CH:11]=[C:10]2[C:5]([C:6]([O:18][C:19]3[CH:20]=[C:21]4[C:25](=[CH:26][CH:27]=3)[NH:24][CH:23]=[C:22]4[CH3:28])=[N:7][CH:8]=[N:9]2)=[CH:4][C:3]=1[O:2][CH3:1], predict the reactants needed to synthesize it. The reactants are: [CH3:1][O:2][C:3]1[CH:4]=[C:5]2[C:10](=[CH:11][C:12]=1[O:13][CH2:14][C@H:15]1C[O:16]1)[N:9]=[CH:8][N:7]=[C:6]2[O:18][C:19]1[CH:20]=[C:21]2[C:25](=[CH:26][CH:27]=1)[NH:24][CH:23]=[C:22]2[CH3:28].[CH3:29][N:30]1[CH2:35][CH2:34][NH:33][CH2:32][CH2:31]1.[CH3:36]N(C=O)C. (6) Given the product [CH:1]1([C:4]2[N:8]=[C:7]([C:9]3[C:17]4[CH:16]5[CH2:18][CH:13]([CH2:14][CH2:15]5)[C:12]=4[S:11][C:10]=3[NH:19][C:28]([C:20]3[CH2:24][CH2:23][CH2:22][C:21]=3[C:25]([OH:27])=[O:26])=[O:29])[O:6][N:5]=2)[CH2:2][CH2:3]1, predict the reactants needed to synthesize it. The reactants are: [CH:1]1([C:4]2[N:8]=[C:7]([C:9]3[C:17]4[CH:16]5[CH2:18][CH:13]([CH2:14][CH2:15]5)[C:12]=4[S:11][C:10]=3[NH2:19])[O:6][N:5]=2)[CH2:3][CH2:2]1.[C:20]12[C:28](=[O:29])[O:27][C:25](=[O:26])[C:21]=1[CH2:22][CH2:23][CH2:24]2.